Dataset: Forward reaction prediction with 1.9M reactions from USPTO patents (1976-2016). Task: Predict the product of the given reaction. Given the reactants C([O:3][C:4](=[O:49])[CH2:5][CH2:6][CH2:7][CH2:8][N:9]([CH2:25][CH2:26][C:27]1[CH:32]=[CH:31][CH:30]=[CH:29][C:28]=1[O:33][CH2:34][C:35]1[CH:40]=[CH:39][C:38]([CH2:41][CH2:42][C:43]2[CH:48]=[CH:47][CH:46]=[CH:45][CH:44]=2)=[CH:37][CH:36]=1)[CH:10]1[CH2:19][CH2:18][CH2:17][C:16]2[N:15]=[C:14]([C:20]([O:22]CC)=[O:21])[CH:13]=[CH:12][C:11]1=2)C.[OH-].[K+].C(O)(=O)C.Cl, predict the reaction product. The product is: [C:4]([CH2:5][CH2:6][CH2:7][CH2:8][N:9]([CH2:25][CH2:26][C:27]1[CH:32]=[CH:31][CH:30]=[CH:29][C:28]=1[O:33][CH2:34][C:35]1[CH:40]=[CH:39][C:38]([CH2:41][CH2:42][C:43]2[CH:44]=[CH:45][CH:46]=[CH:47][CH:48]=2)=[CH:37][CH:36]=1)[CH:10]1[CH2:19][CH2:18][CH2:17][C:16]2[N:15]=[C:14]([C:20]([OH:22])=[O:21])[CH:13]=[CH:12][C:11]1=2)([OH:49])=[O:3].